Dataset: Catalyst prediction with 721,799 reactions and 888 catalyst types from USPTO. Task: Predict which catalyst facilitates the given reaction. Reactant: F[P-](F)(F)(F)(F)F.CN(C(N1C2C(=NC=CC=2)[N+]([O-])=N1)=[N+](C)C)C.[F:25][C:26]1[CH:31]=[CH:30][CH:29]=[CH:28][C:27]=1[N:32]1[C:40]2[C:35](=[C:36]([N:41]3[CH2:48][C@@H:47]4[C@@H:43]([NH:44][CH2:45][CH2:46]4)[C:42]3=[O:49])[CH:37]=[CH:38][CH:39]=2)[CH:34]=[N:33]1.[O:50]1[CH2:54][CH2:53][C@@H:52]([C:55](O)=[O:56])[CH2:51]1.C(N(CC)CC)C. Product: [F:25][C:26]1[CH:31]=[CH:30][CH:29]=[CH:28][C:27]=1[N:32]1[C:40]2[C:35](=[C:36]([N:41]3[CH2:48][C@@H:47]4[C@@H:43]([N:44]([C:55]([C@@H:52]5[CH2:53][CH2:54][O:50][CH2:51]5)=[O:56])[CH2:45][CH2:46]4)[C:42]3=[O:49])[CH:37]=[CH:38][CH:39]=2)[CH:34]=[N:33]1. The catalyst class is: 9.